From a dataset of Catalyst prediction with 721,799 reactions and 888 catalyst types from USPTO. Predict which catalyst facilitates the given reaction. (1) Reactant: [CH:1]([NH:4][C:5]1[C:10](/[CH:11]=[CH:12]/[C:13](OCC)=[O:14])=[C:9]([CH3:18])[N:8]=[C:7]([S:19][CH3:20])[N:6]=1)([CH3:3])[CH3:2]. Product: [CH:1]([N:4]1[C:5]2[N:6]=[C:7]([S:19][CH3:20])[N:8]=[C:9]([CH3:18])[C:10]=2[CH:11]=[CH:12][C:13]1=[O:14])([CH3:3])[CH3:2]. The catalyst class is: 15. (2) Reactant: [C-:1]#[N:2].[K+].[O:4]1[CH2:9][CH2:8][C:7](=O)[CH2:6][CH2:5]1.[CH2:11]([N:18]1[CH2:23][CH2:22][NH:21][CH2:20][CH2:19]1)[C:12]1[CH:17]=[CH:16][CH:15]=[CH:14][CH:13]=1. Product: [CH2:11]([N:18]1[CH2:23][CH2:22][N:21]([C:7]2([C:1]#[N:2])[CH2:8][CH2:9][O:4][CH2:5][CH2:6]2)[CH2:20][CH2:19]1)[C:12]1[CH:13]=[CH:14][CH:15]=[CH:16][CH:17]=1. The catalyst class is: 126. (3) Reactant: [C:1]1([C:7]2[N:12]=[N:11][C:10]([NH2:13])=[C:9]([C:14]#[C:15][Si](C)(C)C)[CH:8]=2)[CH:6]=[CH:5][CH:4]=[CH:3][CH:2]=1.CCCC[N+](CCCC)(CCCC)CCCC.[F-]. Product: [C:1]1([C:7]2[N:12]=[N:11][C:10]3[NH:13][CH:15]=[CH:14][C:9]=3[CH:8]=2)[CH:6]=[CH:5][CH:4]=[CH:3][CH:2]=1. The catalyst class is: 1. (4) Reactant: [C:1]1([CH:7]2[CH2:11][CH2:10][NH:9][CH2:8]2)[CH:6]=[CH:5][CH:4]=[CH:3][CH:2]=1.[O:12]=[C:13]1[C:17]([C:24]2[CH:29]=[CH:28][CH:27]=[CH:26][CH:25]=2)([C:18]2[CH:23]=[CH:22][CH:21]=[CH:20][CH:19]=2)[CH2:16][CH2:15][N:14]1[CH2:30][C:31](O)=[O:32].Cl.C(N=C=NCCCN(C)C)C. Product: [O:32]=[C:31]([N:9]1[CH2:10][CH2:11][CH:7]([C:1]2[CH:6]=[CH:5][CH:4]=[CH:3][CH:2]=2)[CH2:8]1)[CH2:30][N:14]1[CH2:15][CH2:16][C:17]([C:18]2[CH:23]=[CH:22][CH:21]=[CH:20][CH:19]=2)([C:24]2[CH:25]=[CH:26][CH:27]=[CH:28][CH:29]=2)[C:13]1=[O:12]. The catalyst class is: 4. (5) Reactant: C([O:3][P:4]([CH2:9][CH2:10][CH2:11][O:12][CH2:13][C:14]1[CH:19]=[CH:18][C:17]([C:20]2[CH:25]=[CH:24][C:23]([CH2:26][CH3:27])=[CH:22][CH:21]=2)=[C:16]([C:28]2[CH:33]=[CH:32][CH:31]=[CH:30][CH:29]=2)[N:15]=1)(=[O:8])[O:5]CC)C.[Si](I)(C)(C)C. Product: [CH2:26]([C:23]1[CH:22]=[CH:21][C:20]([C:17]2[CH:18]=[CH:19][C:14]([CH2:13][O:12][CH2:11][CH2:10][CH2:9][P:4](=[O:3])([OH:8])[OH:5])=[N:15][C:16]=2[C:28]2[CH:33]=[CH:32][CH:31]=[CH:30][CH:29]=2)=[CH:25][CH:24]=1)[CH3:27]. The catalyst class is: 22. (6) Reactant: [Cl:1][C:2]1[CH:42]=[CH:41][CH:40]=[CH:39][C:3]=1[CH2:4][C:5]1[CH:6]=[C:7]([NH:16][C:17]2[CH:36]=[CH:35][C:20]([CH2:21][N:22]3[CH2:27][CH2:26][N:25](C(OC(C)(C)C)=O)[CH2:24][CH2:23]3)=[CH:19][C:18]=2[O:37][CH3:38])[C:8]2[C:13](=[O:14])[NH:12][N:11]=[CH:10][C:9]=2[N:15]=1.FC(F)(F)C(O)=O. Product: [Cl:1][C:2]1[CH:42]=[CH:41][CH:40]=[CH:39][C:3]=1[CH2:4][C:5]1[CH:6]=[C:7]([NH:16][C:17]2[CH:36]=[CH:35][C:20]([CH2:21][N:22]3[CH2:23][CH2:24][NH:25][CH2:26][CH2:27]3)=[CH:19][C:18]=2[O:37][CH3:38])[C:8]2[C:13](=[O:14])[NH:12][N:11]=[CH:10][C:9]=2[N:15]=1. The catalyst class is: 4.